This data is from Aqueous solubility values for 9,982 compounds from the AqSolDB database. The task is: Regression/Classification. Given a drug SMILES string, predict its absorption, distribution, metabolism, or excretion properties. Task type varies by dataset: regression for continuous measurements (e.g., permeability, clearance, half-life) or binary classification for categorical outcomes (e.g., BBB penetration, CYP inhibition). For this dataset (solubility_aqsoldb), we predict Y. The molecule is O=C1NC(=O)C(c2ccc(O)cc2)N1. The Y is -2.17 log mol/L.